Dataset: Forward reaction prediction with 1.9M reactions from USPTO patents (1976-2016). Task: Predict the product of the given reaction. (1) Given the reactants [Br:1][C:2]1[CH:3]=[CH:4][C:5]([C:8]([OH:10])=O)=[N:6][CH:7]=1.CN(C(ON1N=N[C:21]2[CH:22]=[CH:23][CH:24]=[N:25][C:20]1=2)=[N+](C)C)C.F[P-](F)(F)(F)(F)F.CCN(C(C)C)C(C)C.N1CCCCC1, predict the reaction product. The product is: [Br:1][C:2]1[CH:3]=[CH:4][C:5]([C:8]([N:25]2[CH2:20][CH2:21][CH2:22][CH2:23][CH2:24]2)=[O:10])=[N:6][CH:7]=1. (2) Given the reactants [F:1][C:2]1[C:7]([NH2:8])=[CH:6][CH:5]=[C:4]([F:9])[C:3]=1[NH:10][C:11]1[C:16]([C:17]2[N:25]=[CH:24][N:23]=[C:22]3[C:18]=2[N:19]=[CH:20][N:21]3[CH:26]2[CH2:31][CH2:30][CH2:29][CH2:28][O:27]2)=[CH:15][CH:14]=[CH:13][N:12]=1.[CH3:32][N:33]1[CH:37]=[C:36]([S:38](Cl)(=[O:40])=[O:39])[CH:35]=[N:34]1.N1C=CC=CC=1, predict the reaction product. The product is: [F:1][C:2]1[C:3]([NH:10][C:11]2[C:16]([C:17]3[N:25]=[CH:24][N:23]=[C:22]4[C:18]=3[N:19]=[CH:20][N:21]4[CH:26]3[CH2:31][CH2:30][CH2:29][CH2:28][O:27]3)=[CH:15][CH:14]=[CH:13][N:12]=2)=[C:4]([F:9])[CH:5]=[CH:6][C:7]=1[NH:8][S:38]([C:36]1[CH:35]=[N:34][N:33]([CH3:32])[CH:37]=1)(=[O:40])=[O:39]. (3) Given the reactants [Br:1][CH2:2][CH:3]([OH:6])[CH2:4][Br:5].[O:7]1[CH:12]=[CH:11][CH2:10][CH2:9][CH2:8]1.O.C1(C)C=CC(S(O)(=O)=O)=CC=1, predict the reaction product. The product is: [Br:1][CH2:2][CH:3]([CH2:4][Br:5])[O:6][CH:8]1[CH2:9][CH2:10][CH2:11][CH2:12][O:7]1. (4) Given the reactants [NH2:1][C:2]1[CH:7]=[CH:6][C:5]([OH:8])=[CH:4][C:3]=1[F:9].CC(C)([O-])C.[K+].Cl[C:17]1[CH:22]=[CH:21][N:20]=[C:19]([CH3:23])[CH:18]=1, predict the reaction product. The product is: [F:9][C:3]1[CH:4]=[C:5]([O:8][C:17]2[CH:22]=[CH:21][N:20]=[C:19]([CH3:23])[CH:18]=2)[CH:6]=[CH:7][C:2]=1[NH2:1]. (5) The product is: [NH2:2][C:3]1[C:4]2[C:14]([O:15][CH2:16][C:17]([NH:20][C:26](=[O:27])[C:25]3[CH:29]=[CH:30][N:31]=[C:23]([NH:22][CH3:21])[CH:24]=3)([CH3:18])[CH3:19])=[CH:13][CH:12]=[CH:11][C:5]=2[NH:6][S:7](=[O:10])(=[O:9])[N:8]=1. Given the reactants Cl.[NH2:2][C:3]1[C:4]2[C:14]([O:15][CH2:16][C:17]([NH2:20])([CH3:19])[CH3:18])=[CH:13][CH:12]=[CH:11][C:5]=2[NH:6][S:7](=[O:10])(=[O:9])[N:8]=1.[CH3:21][NH:22][C:23]1[CH:24]=[C:25]([CH:29]=[CH:30][N:31]=1)[C:26](O)=[O:27], predict the reaction product. (6) Given the reactants O.[OH-].[Li+].[CH3:4][C:5]1[CH:10]=[C:9]([CH3:11])[CH:8]=[C:7]([CH3:12])[C:6]=1[NH:13][C:14]([NH:16][C:17]1[C:18]([C:27]([NH:29][C@H:30]([C:35]([O:37]C)=[O:36])[CH2:31][CH:32]([CH3:34])[CH3:33])=[O:28])=[CH:19][C:20]2[C:25]([CH:26]=1)=[CH:24][CH:23]=[CH:22][CH:21]=2)=[O:15].O.Cl, predict the reaction product. The product is: [CH3:12][C:7]1[CH:8]=[C:9]([CH3:11])[CH:10]=[C:5]([CH3:4])[C:6]=1[NH:13][C:14]([NH:16][C:17]1[C:18]([C:27]([NH:29][C@H:30]([C:35]([OH:37])=[O:36])[CH2:31][CH:32]([CH3:34])[CH3:33])=[O:28])=[CH:19][C:20]2[C:25]([CH:26]=1)=[CH:24][CH:23]=[CH:22][CH:21]=2)=[O:15]. (7) Given the reactants [Cl:1][C:2]1[CH:7]=[CH:6][C:5]([C@@:8]2([OH:44])[CH2:13][CH2:12][N:11](C(OC(C)(C)C)=O)[CH2:10][C@@H:9]2[C:21]([N:23]([CH:41]2[CH2:43][CH2:42]2)[CH2:24][C:25]2[CH:30]=[C:29]([CH2:31][CH2:32][CH2:33][O:34][CH3:35])[CH:28]=[C:27]([O:36][CH2:37][CH2:38][O:39][CH3:40])[CH:26]=2)=[O:22])=[CH:4][C:3]=1[C:45]([F:48])([F:47])[F:46].Cl, predict the reaction product. The product is: [Cl:1][C:2]1[CH:7]=[CH:6][C:5]([C:8]2([OH:44])[CH2:13][CH2:12][NH:11][CH2:10][CH:9]2[C:21]([N:23]([CH:41]2[CH2:42][CH2:43]2)[CH2:24][C:25]2[CH:30]=[C:29]([CH2:31][CH2:32][CH2:33][O:34][CH3:35])[CH:28]=[C:27]([O:36][CH2:37][CH2:38][O:39][CH3:40])[CH:26]=2)=[O:22])=[CH:4][C:3]=1[C:45]([F:48])([F:46])[F:47]. (8) Given the reactants [CH3:1][CH:2]([CH2:4][CH2:5][CH2:6][C@H:7]([C@@H:9]1[C@:26]2([CH3:27])[C@H:12]([C@H:13]3[C@H:23]([CH2:24][CH2:25]2)[C@:21]2([CH3:22])[C:16]([CH2:17][C@@H:18]([N:28](S(C4C=CC=CC=4[N+]([O-])=O)(=O)=O)[CH2:29][CH2:30][CH2:31][NH:32][C:33](=[O:57])[CH2:34][CH2:35][NH:36][C:37](=[O:56])[CH2:38][CH2:39][CH2:40][CH2:41][CH2:42][NH:43][C:44]4[C:49]5=[N:50][O:51][N:52]=[C:48]5[C:47]([N+:53]([O-:55])=[O:54])=[CH:46][CH:45]=4)[CH2:19][CH2:20]2)=[CH:15][CH2:14]3)[CH2:11][CH2:10]1)[CH3:8])[CH3:3].C([O-])([O-])=O.[K+].[K+].C1(S)C=CC=CC=1, predict the reaction product. The product is: [CH3:3][CH:2]([CH2:4][CH2:5][CH2:6][C@H:7]([C@@H:9]1[C@:26]2([CH3:27])[C@H:12]([C@H:13]3[C@H:23]([CH2:24][CH2:25]2)[C@:21]2([CH3:22])[C:16]([CH2:17][C@@H:18]([NH:28][CH2:29][CH2:30][CH2:31][NH:32][C:33](=[O:57])[CH2:34][CH2:35][NH:36][C:37](=[O:56])[CH2:38][CH2:39][CH2:40][CH2:41][CH2:42][NH:43][C:44]4[C:49]5=[N:50][O:51][N:52]=[C:48]5[C:47]([N+:53]([O-:55])=[O:54])=[CH:46][CH:45]=4)[CH2:19][CH2:20]2)=[CH:15][CH2:14]3)[CH2:11][CH2:10]1)[CH3:8])[CH3:1].